Dataset: NCI-60 drug combinations with 297,098 pairs across 59 cell lines. Task: Regression. Given two drug SMILES strings and cell line genomic features, predict the synergy score measuring deviation from expected non-interaction effect. (1) Drug 1: C#CCC(CC1=CN=C2C(=N1)C(=NC(=N2)N)N)C3=CC=C(C=C3)C(=O)NC(CCC(=O)O)C(=O)O. Drug 2: C1CN(P(=O)(OC1)NCCCl)CCCl. Cell line: HS 578T. Synergy scores: CSS=-0.383, Synergy_ZIP=-1.04, Synergy_Bliss=-5.87, Synergy_Loewe=-2.52, Synergy_HSA=-6.13. (2) Drug 1: CC12CCC3C(C1CCC2=O)CC(=C)C4=CC(=O)C=CC34C. Drug 2: CC1CCCC2(C(O2)CC(NC(=O)CC(C(C(=O)C(C1O)C)(C)C)O)C(=CC3=CSC(=N3)C)C)C. Cell line: SR. Synergy scores: CSS=36.8, Synergy_ZIP=-0.594, Synergy_Bliss=-0.299, Synergy_Loewe=-2.59, Synergy_HSA=-0.830. (3) Drug 1: CC1C(C(=O)NC(C(=O)N2CCCC2C(=O)N(CC(=O)N(C(C(=O)O1)C(C)C)C)C)C(C)C)NC(=O)C3=C4C(=C(C=C3)C)OC5=C(C(=O)C(=C(C5=N4)C(=O)NC6C(OC(=O)C(N(C(=O)CN(C(=O)C7CCCN7C(=O)C(NC6=O)C(C)C)C)C)C(C)C)C)N)C. Drug 2: COC1=C2C(=CC3=C1OC=C3)C=CC(=O)O2. Cell line: MDA-MB-435. Synergy scores: CSS=10.9, Synergy_ZIP=-14.2, Synergy_Bliss=-11.0, Synergy_Loewe=-43.6, Synergy_HSA=-13.2. (4) Drug 1: C1C(C(OC1N2C=C(C(=O)NC2=O)F)CO)O. Drug 2: CS(=O)(=O)CCNCC1=CC=C(O1)C2=CC3=C(C=C2)N=CN=C3NC4=CC(=C(C=C4)OCC5=CC(=CC=C5)F)Cl. Cell line: ACHN. Synergy scores: CSS=31.5, Synergy_ZIP=-6.05, Synergy_Bliss=-2.55, Synergy_Loewe=-16.2, Synergy_HSA=0.298. (5) Drug 1: CN1C(=O)N2C=NC(=C2N=N1)C(=O)N. Drug 2: CCC1(C2=C(COC1=O)C(=O)N3CC4=CC5=C(C=CC(=C5CN(C)C)O)N=C4C3=C2)O.Cl. Cell line: T-47D. Synergy scores: CSS=29.8, Synergy_ZIP=2.51, Synergy_Bliss=2.60, Synergy_Loewe=-11.9, Synergy_HSA=3.43. (6) Drug 1: C1CC(C1)(C(=O)O)C(=O)O.[NH2-].[NH2-].[Pt+2]. Drug 2: C1CN(P(=O)(OC1)NCCCl)CCCl. Cell line: HL-60(TB). Synergy scores: CSS=14.4, Synergy_ZIP=2.62, Synergy_Bliss=-3.37, Synergy_Loewe=-38.0, Synergy_HSA=-6.20.